This data is from Forward reaction prediction with 1.9M reactions from USPTO patents (1976-2016). The task is: Predict the product of the given reaction. (1) Given the reactants N([O-])=O.[Na+].N[CH2:6][C:7]1[CH:8]=[CH:9][C:10]([C:13]2[N:17]([C:18]3[CH:19]=[N:20][CH:21]=[CH:22][CH:23]=3)[N:16]=[C:15]([C:24]([N:26]3[CH2:31][CH2:30][C:29]([F:33])([F:32])[CH2:28][CH2:27]3)=[O:25])[CH:14]=2)=[N:11][CH:12]=1.C(=O)([O-])[OH:35].[Na+].C(Cl)(Cl)Cl.CO, predict the reaction product. The product is: [OH:35][CH2:6][C:7]1[CH:8]=[CH:9][C:10]([C:13]2[N:17]([C:18]3[CH:19]=[N:20][CH:21]=[CH:22][CH:23]=3)[N:16]=[C:15]([C:24]([N:26]3[CH2:31][CH2:30][C:29]([F:33])([F:32])[CH2:28][CH2:27]3)=[O:25])[CH:14]=2)=[N:11][CH:12]=1. (2) Given the reactants Cl.Cl.[C:3]([C:5]1[CH:10]=[CH:9][C:8]([CH2:11][NH:12][C@@H:13]2[CH2:17][NH:16][C@H:15]([C:18]([N:20]3[CH2:24][CH2:23][S:22][CH2:21]3)=[O:19])[CH2:14]2)=[CH:7][CH:6]=1)#[N:4].Br[CH2:26][CH2:27][OH:28].C(N([CH:35]([CH3:37])[CH3:36])CC)(C)C.[C:38](=[O:41])([O-])[OH:39].[Na+].[CH3:43]N1CCCC1=O, predict the reaction product. The product is: [C:35]([O:39][C:38]([N:16]1[CH2:17][C@@H:13]([N:12]([CH2:11][C:8]2[CH:7]=[CH:6][C:5]([C:3]#[N:4])=[CH:10][CH:9]=2)[CH2:26][CH2:27][OH:28])[CH2:14][C@H:15]1[C:18]([N:20]1[CH2:24][CH2:23][S:22][CH2:21]1)=[O:19])=[O:41])([CH3:36])([CH3:37])[CH3:43]. (3) Given the reactants [CH2:1]([C:5]1[N:9]([CH2:10][C:11]2[CH:16]=[CH:15][C:14]([C:17]3[C:18]([C:23]#[N:24])=[CH:19][CH:20]=[CH:21][CH:22]=3)=[CH:13][CH:12]=2)[C:8](=[O:25])[NH:7][N:6]=1)[CH2:2][CH2:3][CH3:4].[CH3:26][C:27]1([CH3:39])[CH2:31][C:30]2[CH:32]=[C:33](B(O)O)[CH:34]=[CH:35][C:29]=2[O:28]1.N1C=CC=CC=1.C(N(CC)CC)C, predict the reaction product. The product is: [CH2:1]([C:5]1[N:9]([CH2:10][C:11]2[CH:16]=[CH:15][C:14]([C:17]3[C:18]([C:23]#[N:24])=[CH:19][CH:20]=[CH:21][CH:22]=3)=[CH:13][CH:12]=2)[C:8](=[O:25])[N:7]([C:33]2[CH:34]=[CH:35][C:29]3[O:28][C:27]([CH3:26])([CH3:39])[CH2:31][C:30]=3[CH:32]=2)[N:6]=1)[CH2:2][CH2:3][CH3:4]. (4) Given the reactants C[C:2]1([C:14]([O-])=[O:15])[CH2:6][CH2:5][CH2:4][N:3]1[C:7]([O:9][C:10]([CH3:13])([CH3:12])[CH3:11])=[O:8].CC(C[AlH]CC(C)C)C, predict the reaction product. The product is: [CH:14]([CH:2]1[CH2:6][CH2:5][CH2:4][N:3]1[C:7]([O:9][C:10]([CH3:13])([CH3:12])[CH3:11])=[O:8])=[O:15]. (5) Given the reactants [Cl:1][C:2]1[C:3]([N:8]2[C:12]([C:13]([OH:15])=O)=[CH:11][C:10]([O:16][CH3:17])=[N:9]2)=[N:4][CH:5]=[CH:6][CH:7]=1.C(#N)C.[NH2:21][C:22]1[C:30]([C:31](O)=[O:32])=[C:29]2[C:25]([CH:26]=[N:27][NH:28]2)=[CH:24][C:23]=1[CH3:34].S(Cl)(C)(=O)=O, predict the reaction product. The product is: [Cl:1][C:2]1[C:3]([N:8]2[C:12]([C:13]3[O:15][C:31](=[O:32])[C:30]4[C:29]5[NH:28][N:27]=[CH:26][C:25]=5[CH:24]=[C:23]([CH3:34])[C:22]=4[N:21]=3)=[CH:11][C:10]([O:16][CH3:17])=[N:9]2)=[N:4][CH:5]=[CH:6][CH:7]=1. (6) Given the reactants C(=O)([O-])[O-].[Na+].[Na+].[Cl:7][C:8]1[CH:9]=[C:10]([CH2:22][C:23]([O:25][CH3:26])=[O:24])[CH:11]=[CH:12][C:13]=1OS(C(F)(F)F)(=O)=O.[CH3:27][O:28][C:29]1[CH:34]=[CH:33][C:32](B(O)O)=[CH:31][CH:30]=1.O, predict the reaction product. The product is: [Cl:7][C:8]1[CH:9]=[C:10]([CH2:22][C:23]([O:25][CH3:26])=[O:24])[CH:11]=[CH:12][C:13]=1[C:32]1[CH:33]=[CH:34][C:29]([O:28][CH3:27])=[CH:30][CH:31]=1. (7) Given the reactants [Cl:1][C:2]1[CH:3]=[C:4]2[C:9](=[CH:10][C:11]=1[Cl:12])[C:8](=[O:13])[N:7]([CH2:14][C:15]([CH3:18])([CH3:17])[CH3:16])[C:6]([C:19]([O:21]C(C)(C)C)=[O:20])=[C:5]2[O:26][CH3:27].FC(F)(F)C(O)=O, predict the reaction product. The product is: [Cl:1][C:2]1[CH:3]=[C:4]2[C:9](=[CH:10][C:11]=1[Cl:12])[C:8](=[O:13])[N:7]([CH2:14][C:15]([CH3:18])([CH3:16])[CH3:17])[C:6]([C:19]([OH:21])=[O:20])=[C:5]2[O:26][CH3:27]. (8) Given the reactants [Cl:1][C:2]1[CH:3]=[CH:4][C:5]([O:30][CH:31]([F:33])[F:32])=[C:6]([C:8]2[C:12]([NH:13][C:14]([C:16]3[CH:17]=[N:18][N:19]4[CH:24]=[CH:23][CH:22]=[N:21][C:20]=34)=[O:15])=[CH:11][N:10]([CH2:25]/[CH:26]=[CH:27]/[CH2:28]Cl)[N:9]=2)[CH:7]=1.[NH:34]1[CH2:39][CH2:38][O:37][CH2:36][CH2:35]1, predict the reaction product. The product is: [Cl:1][C:2]1[CH:3]=[CH:4][C:5]([O:30][CH:31]([F:32])[F:33])=[C:6]([C:8]2[C:12]([NH:13][C:14]([C:16]3[CH:17]=[N:18][N:19]4[CH:24]=[CH:23][CH:22]=[N:21][C:20]=34)=[O:15])=[CH:11][N:10]([CH2:25]/[CH:26]=[CH:27]/[CH2:28][N:34]3[CH2:39][CH2:38][O:37][CH2:36][CH2:35]3)[N:9]=2)[CH:7]=1. (9) Given the reactants [NH:1]=[CH:2][C:3]1[CH:8]=[CH:7][C:6]([CH2:9][C:10]([O:12][CH2:13][CH3:14])=[O:11])=[CH:5][CH:4]=1.[H-].[Na+].I[CH3:18], predict the reaction product. The product is: [C:2]([C:3]1[CH:8]=[CH:7][C:6]([CH:9]([CH3:18])[C:10]([O:12][CH2:13][CH3:14])=[O:11])=[CH:5][CH:4]=1)#[N:1]. (10) The product is: [CH3:27][O:28][C:29]1[N:34]=[CH:33][C:32]([C:2]2[N:3]=[C:4]([N:21]3[CH2:26][CH2:25][O:24][CH2:23][CH2:22]3)[C:5]3[S:10][C:9]([C:11]4[CH:16]=[CH:15][CH:14]=[C:13]([S:17]([CH3:20])(=[O:19])=[O:18])[CH:12]=4)=[CH:8][C:6]=3[N:7]=2)=[CH:31][N:30]=1. Given the reactants Cl[C:2]1[N:3]=[C:4]([N:21]2[CH2:26][CH2:25][O:24][CH2:23][CH2:22]2)[C:5]2[S:10][C:9]([C:11]3[CH:16]=[CH:15][CH:14]=[C:13]([S:17]([CH3:20])(=[O:19])=[O:18])[CH:12]=3)=[CH:8][C:6]=2[N:7]=1.[CH3:27][O:28][C:29]1[N:34]=[CH:33][C:32](B(O)O)=[CH:31][N:30]=1, predict the reaction product.